From a dataset of Forward reaction prediction with 1.9M reactions from USPTO patents (1976-2016). Predict the product of the given reaction. Given the reactants [C:1]([O:5][C:6]([NH:8][CH2:9][C:10]1([CH2:13]C(O)=O)[CH2:12][CH2:11]1)=[O:7])([CH3:4])([CH3:3])[CH3:2].[CH3:17][O:18][C:19]([C:21]12[CH2:30][CH:25]3[CH2:26][CH:27]([CH2:29][CH:23]([CH:24]3[NH2:31])[CH2:22]1)[CH2:28]2)=[O:20].C1N(P(Cl)(N2C(=O)OCC2)=O)C(=O)[O:34]C1, predict the reaction product. The product is: [CH3:17][O:18][C:19]([C:21]12[CH2:30][CH:25]3[CH2:26][CH:27]([CH2:29][CH:23]([CH:24]3[NH:31][C:13]([C:10]3([CH2:9][NH:8][C:6]([O:5][C:1]([CH3:2])([CH3:3])[CH3:4])=[O:7])[CH2:11][CH2:12]3)=[O:34])[CH2:22]1)[CH2:28]2)=[O:20].